Dataset: Forward reaction prediction with 1.9M reactions from USPTO patents (1976-2016). Task: Predict the product of the given reaction. (1) Given the reactants [Cl:1][C:2]1[CH:3]=[CH:4][C:5]([OH:25])=[C:6]([C:8]2[CH:13]=[CH:12][CH:11]=[CH:10][C:9]=2[C:14]2[N:19]=[C:18]([C:20]([O:22][CH2:23][CH3:24])=[O:21])[CH:17]=[CH:16][CH:15]=2)[CH:7]=1.Br[CH2:27][CH:28]([CH3:30])[CH3:29].C(=O)([O-])[O-].[K+].[K+], predict the reaction product. The product is: [Cl:1][C:2]1[CH:3]=[CH:4][C:5]([O:25][CH2:27][CH:28]([CH3:30])[CH3:29])=[C:6]([C:8]2[CH:13]=[CH:12][CH:11]=[CH:10][C:9]=2[C:14]2[N:19]=[C:18]([C:20]([O:22][CH2:23][CH3:24])=[O:21])[CH:17]=[CH:16][CH:15]=2)[CH:7]=1. (2) Given the reactants [CH3:1][O:2][C:3]([NH:5][C:6]1[CH:11]=[CH:10][C:9]([NH:12][CH2:13][CH:14]2[CH2:19][CH2:18][CH2:17][CH2:16][N:15]2[C:20](OC(C)(C)C)=O)=[C:8]([N+:27]([O-:29])=[O:28])[CH:7]=1)=[O:4].[BH-](OC(C)=O)(OC(C)=O)OC(C)=O.[Na+], predict the reaction product. The product is: [CH3:20][N:15]1[CH2:16][CH2:17][CH2:18][CH2:19][CH:14]1[CH2:13][NH:12][C:9]1[CH:10]=[CH:11][C:6]([NH:5][C:3](=[O:4])[O:2][CH3:1])=[CH:7][C:8]=1[N+:27]([O-:29])=[O:28]. (3) Given the reactants [F:1][C:2]1[CH:11]=[C:10]([C:12]2[C:13]([CH3:42])([CH3:41])[C@H:14]3[C@:27]([CH3:30])([CH2:28][CH:29]=2)[C@@H:26]2[C@:17]([CH3:40])([C@@:18]4([CH3:39])[C@H:23]([CH2:24][CH2:25]2)[C@H:22]2[C@H:31]([C:34]([CH3:36])=[CH2:35])[CH2:32][CH2:33][C@:21]2([CH:37]=O)[CH2:20][CH2:19]4)[CH2:16][CH2:15]3)[CH:9]=[CH:8][C:3]=1[C:4]([O:6]C)=[O:5].Cl.[NH2:44][CH2:45][CH2:46][C:47]([N:49]1[CH2:53][CH2:52][CH2:51][CH2:50]1)=[O:48], predict the reaction product. The product is: [F:1][C:2]1[CH:11]=[C:10]([C:12]2[C:13]([CH3:42])([CH3:41])[C@H:14]3[C@:27]([CH3:30])([CH2:28][CH:29]=2)[C@@H:26]2[C@:17]([CH3:40])([C@@:18]4([CH3:39])[C@H:23]([CH2:24][CH2:25]2)[C@H:22]2[C@H:31]([C:34]([CH3:36])=[CH2:35])[CH2:32][CH2:33][C@:21]2([CH2:37][NH:44][CH2:45][CH2:46][C:47](=[O:48])[N:49]2[CH2:53][CH2:52][CH2:51][CH2:50]2)[CH2:20][CH2:19]4)[CH2:16][CH2:15]3)[CH:9]=[CH:8][C:3]=1[C:4]([OH:6])=[O:5]. (4) Given the reactants [CH2:1]([NH:8][C:9]1[CH:14]=[C:13]([NH:15][C:16]2[CH:21]=[CH:20][C:19]([N:22]3[CH2:27][CH2:26][N:25]([C:28](=[O:31])[CH2:29]Cl)[CH2:24][CH2:23]3)=[CH:18][CH:17]=2)[N:12]=[CH:11][C:10]=1[CH2:32][C:33]([NH2:35])=[O:34])[C:2]1[CH:7]=[CH:6][CH:5]=[CH:4][CH:3]=1.C(=O)([O-])[O-].[K+].[K+], predict the reaction product. The product is: [CH2:1]([NH:8][C:9]1[CH:14]=[C:13]([NH:15][C:16]2[CH:21]=[CH:20][C:19]([N:22]3[CH2:27][CH2:26][N:25]([C:28](=[O:31])[CH2:29][N:8]([CH2:9][CH3:10])[CH2:1][CH3:2])[CH2:24][CH2:23]3)=[CH:18][CH:17]=2)[N:12]=[CH:11][C:10]=1[CH2:32][C:33]([NH2:35])=[O:34])[C:2]1[CH:7]=[CH:6][CH:5]=[CH:4][CH:3]=1. (5) The product is: [CH3:23][CH2:22][CH2:21][CH2:20][CH2:19][C:18]1[CH:17]=[C:15]([OH:16])[C:14]2[C@@H:3]3[CH:2]=[C:1]([CH3:11])[CH2:6][CH2:5][C@H:4]3[C:7]([CH3:9])([CH3:8])[O:10][C:13]=2[CH:24]=1. Given the reactants [C:1]1(O)([CH3:11])[CH2:6][CH2:5][CH:4]([C:7]([OH:10])([CH3:9])[CH3:8])[CH:3]=[CH:2]1.[C:13]1(O)[CH:24]=[C:18]([CH2:19][CH2:20][CH2:21][CH2:22][CH3:23])[CH:17]=[C:15]([OH:16])[CH:14]=1, predict the reaction product. (6) Given the reactants [CH3:1][O:2][C:3](=[O:13])[C:4]1[CH:9]=[CH:8][C:7]([NH:10][CH3:11])=[C:6]([NH2:12])[CH:5]=1.[Cl:14][C:15]1[CH:16]=[N:17][CH:18]=[C:19]([Cl:24])[C:20]=1[N:21]=[C:22]=S.C(N=C=NCCCN(C)C)C, predict the reaction product. The product is: [CH3:1][O:2][C:3]([C:4]1[CH:9]=[CH:8][C:7]2[N:10]([CH3:11])[C:22]([NH:21][C:20]3[C:15]([Cl:14])=[CH:16][N:17]=[CH:18][C:19]=3[Cl:24])=[N:12][C:6]=2[CH:5]=1)=[O:13].